From a dataset of Full USPTO retrosynthesis dataset with 1.9M reactions from patents (1976-2016). Predict the reactants needed to synthesize the given product. (1) Given the product [F:1][C:2]1[CH:25]=[C:24]([F:26])[CH:23]=[C:22]([F:27])[C:3]=1[C:4]([NH:6][CH:7]1[CH2:12][CH2:11][CH2:10][CH:9]([C:13]([CH:15]2[CH2:16][CH2:17][N:18]([CH3:21])[CH2:19][CH2:20]2)=[O:14])[NH:8]1)=[O:5], predict the reactants needed to synthesize it. The reactants are: [F:1][C:2]1[CH:25]=[C:24]([F:26])[CH:23]=[C:22]([F:27])[C:3]=1[C:4]([NH:6][C:7]1[CH:12]=[CH:11][CH:10]=[C:9]([C:13]([CH:15]2[CH2:20][CH2:19][N:18]([CH3:21])[CH2:17][CH2:16]2)=[O:14])[N:8]=1)=[O:5].NC1N=C(C(C2CCN(C)CC2)=O)C=CC=1.FC1C=C(F)C=C(F)C=1C(Cl)=O. (2) Given the product [F:1][C:2]1[CH:3]=[CH:4][C:5]([C:8]([CH3:18])([CH2:13][CH2:14][CH:15]([CH3:16])[CH3:17])[C:9]([OH:11])=[O:10])=[CH:6][CH:7]=1, predict the reactants needed to synthesize it. The reactants are: [F:1][C:2]1[CH:7]=[CH:6][C:5]([C:8]([CH3:18])([CH2:13][CH2:14][CH:15]([CH3:17])[CH3:16])[C:9]([O:11]C)=[O:10])=[CH:4][CH:3]=1.C1(C(CCC)(CCC)C(OC)=O)C=CC=CC=1. (3) Given the product [F:35][C:22]1[C:21]2[C:26](=[CH:27][CH:28]=[C:19]([S:17][C:14]3[N:4]4[CH:5]=[C:6]([C:8]5[CH:9]=[N:10][N:11]([CH3:13])[CH:12]=5)[CH:7]=[C:2]([F:1])[C:3]4=[N:16][N:15]=3)[CH:20]=2)[N:25]=[CH:24][C:23]=1[N:29]1[CH2:30][CH2:31][O:32][CH2:33][CH2:34]1, predict the reactants needed to synthesize it. The reactants are: [F:1][C:2]1[C:3]2[N:4]([C:14]([SH:17])=[N:15][N:16]=2)[CH:5]=[C:6]([C:8]2[CH:9]=[N:10][N:11]([CH3:13])[CH:12]=2)[CH:7]=1.Br[C:19]1[CH:20]=[C:21]2[C:26](=[CH:27][CH:28]=1)[N:25]=[CH:24][C:23]([N:29]1[CH2:34][CH2:33][O:32][CH2:31][CH2:30]1)=[C:22]2[F:35].C1(P(C2C=CC=CC=2)C2C3OC4C(=CC=CC=4P(C4C=CC=CC=4)C4C=CC=CC=4)C(C)(C)C=3C=CC=2)C=CC=CC=1.C(N(CC)C(C)C)(C)C. (4) Given the product [NH2:1][C:2]1[N:3]=[CH:4][C:5]([C:8]#[C:9][C:10]2[CH:11]=[C:12]([CH:16]=[CH:17][CH:18]=2)[C:13]([NH:28][C:24]2[N:25]([CH3:27])[N:26]=[C:22]([CH:19]3[CH2:21][CH2:20]3)[CH:23]=2)=[O:15])=[CH:6][N:7]=1, predict the reactants needed to synthesize it. The reactants are: [NH2:1][C:2]1[N:7]=[CH:6][C:5]([C:8]#[C:9][C:10]2[CH:11]=[C:12]([CH:16]=[CH:17][CH:18]=2)[C:13]([OH:15])=O)=[CH:4][N:3]=1.[CH:19]1([C:22]2[CH:23]=[C:24]([NH2:28])[N:25]([CH3:27])[N:26]=2)[CH2:21][CH2:20]1. (5) Given the product [CH2:24]([O:23][C:22]1[C:17]([C:15]([N:9]2[C@H:8]([CH2:7][OH:6])[CH2:14][C@@H:13]3[C@@H:11]([CH2:12]3)[CH2:10]2)=[O:16])=[N:18][C:19]([CH3:26])=[CH:20][CH:21]=1)[CH3:25], predict the reactants needed to synthesize it. The reactants are: CC([Si](C1C=CC=CC=1)(C1C=CC=CC=1)[O:6][CH2:7][C@@H:8]1[CH2:14][C@@H:13]2[C@@H:11]([CH2:12]2)[CH2:10][N:9]1[C:15]([C:17]1[C:22]([O:23][CH2:24][CH3:25])=[CH:21][CH:20]=[C:19]([CH3:26])[N:18]=1)=[O:16])(C)C.N1C=CC=CC=1.F.O. (6) Given the product [CH2:1]([C:3]1[CH:11]=[C:10]([NH:12][C:13]([C:15]2[CH:20]=[CH:19][CH:18]=[CH:17][C:16]=2[F:21])=[O:14])[CH:9]=[CH:8][C:4]=1[C:5]([NH:24][NH:23][C:22]([O:26][C:27]([CH3:30])([CH3:29])[CH3:28])=[O:25])=[O:7])[CH3:2], predict the reactants needed to synthesize it. The reactants are: [CH2:1]([C:3]1[CH:11]=[C:10]([NH:12][C:13]([C:15]2[CH:20]=[CH:19][CH:18]=[CH:17][C:16]=2[F:21])=[O:14])[CH:9]=[CH:8][C:4]=1[C:5]([OH:7])=O)[CH3:2].[C:22]([O:26][C:27]([CH3:30])([CH3:29])[CH3:28])(=[O:25])[NH:23][NH2:24].Cl.CN(C)CCCN=C=NCC.O.ON1C2C=CC=CC=2N=N1. (7) Given the product [C:1]([O:9][C@H:10]1[C@H:14]([F:15])[C@H:13]([N:16]2[CH:21]=[CH:20][C:19]([NH:22][C:23](=[O:30])[C:24]3[CH:29]=[CH:28][CH:27]=[CH:26][CH:25]=3)=[N:18][C:17]2=[O:31])[O:12][C@@H:11]1[CH2:32][P:34]([O:38][CH2:39][CH3:40])([O:35][CH2:36][CH3:37])=[O:41])(=[O:8])[C:2]1[CH:7]=[CH:6][CH:5]=[CH:4][CH:3]=1, predict the reactants needed to synthesize it. The reactants are: [C:1]([O:9][C@H:10]1[C@H:14]([F:15])[C@H:13]([N:16]2[CH:21]=[CH:20][C:19]([NH:22][C:23](=[O:30])[C:24]3[CH:29]=[CH:28][CH:27]=[CH:26][CH:25]=3)=[N:18][C:17]2=[O:31])[O:12][C@@H:11]1[CH2:32]Br)(=[O:8])[C:2]1[CH:7]=[CH:6][CH:5]=[CH:4][CH:3]=1.[P:34]([O:41]CC)([O:38][CH2:39][CH3:40])[O:35][CH2:36][CH3:37].